From a dataset of Forward reaction prediction with 1.9M reactions from USPTO patents (1976-2016). Predict the product of the given reaction. (1) Given the reactants [NH2:1][C:2]1[CH:6]=[C:5]([C:7]2[CH:8]=[N:9][NH:10][C:11]=2[CH3:12])[S:4][C:3]=1[C:13]([NH2:15])=[O:14].O=[C:17]1[CH2:22][CH2:21][CH:20]([NH:23][C:24](=[O:30])[O:25][C:26]([CH3:29])([CH3:28])[CH3:27])[CH2:19][CH2:18]1.[O-]S([O-])(=O)=O.[Mg+2].CC1(C)C2(CS(O)(=O)=O)C(CC1CC2)=O.C([O-])(O)=O.[Na+], predict the reaction product. The product is: [CH3:12][C:11]1[NH:10][N:9]=[CH:8][C:7]=1[C:5]1[S:4][C:3]2[C:13](=[O:14])[NH:15][C:17]3([CH2:18][CH2:19][CH:20]([NH:23][C:24](=[O:30])[O:25][C:26]([CH3:28])([CH3:27])[CH3:29])[CH2:21][CH2:22]3)[NH:1][C:2]=2[CH:6]=1. (2) Given the reactants Cl.C(OC([NH:9][C@@H:10]([CH2:14][CH2:15][CH2:16][CH2:17][NH:18][C:19](=[O:22])[CH:20]=[CH2:21])[C:11]([OH:13])=[O:12])=O)(C)(C)C.[CH3:23]O, predict the reaction product. The product is: [NH2:9][C@@H:10]([CH2:14][CH2:15][CH2:16][CH2:17][NH:18][C:19](=[O:22])[CH:20]=[CH2:21])[C:11]([O:13][CH3:23])=[O:12].